From a dataset of Forward reaction prediction with 1.9M reactions from USPTO patents (1976-2016). Predict the product of the given reaction. (1) Given the reactants [Cl:1][C:2]1[C:7]([Cl:8])=[C:6]([S:9](=[O:18])(=[O:17])[NH:10][C@@H:11]([CH3:16])[C:12]([F:15])([F:14])[F:13])[CH:5]=[CH:4][C:3]=1[C:19]1[S:23][C:22]([C:24]([O:26][CH2:27][CH3:28])=[O:25])=[N:21][C:20]=1[CH2:29][OH:30].CC1(C)N([O])C(C)(C)CCC1.C(O)(=[O:44])C.C(O)(=O)C.IC1C=CC=CC=1.C(#N)C, predict the reaction product. The product is: [Cl:1][C:2]1[C:7]([Cl:8])=[C:6]([S:9](=[O:18])(=[O:17])[NH:10][C@@H:11]([CH3:16])[C:12]([F:13])([F:15])[F:14])[CH:5]=[CH:4][C:3]=1[C:19]1[S:23][C:22]([C:24]([O:26][CH2:27][CH3:28])=[O:25])=[N:21][C:20]=1[C:29]([OH:44])=[O:30]. (2) Given the reactants [F:1][C:2]([C:12]1[CH:17]=[CH:16][C:15]([C:18]2[CH:23]=[CH:22][C:21]([CH2:24][C:25]([OH:27])=O)=[C:20]([N+:28]([O-])=O)[CH:19]=2)=[CH:14][CH:13]=1)([CH3:11])[CH2:3][NH:4][S:5]([CH:8]([CH3:10])[CH3:9])(=[O:7])=[O:6], predict the reaction product. The product is: [F:1][C:2]([C:12]1[CH:13]=[CH:14][C:15]([C:18]2[CH:19]=[C:20]3[C:21]([CH2:24][C:25](=[O:27])[NH:28]3)=[CH:22][CH:23]=2)=[CH:16][CH:17]=1)([CH3:11])[CH2:3][NH:4][S:5]([CH:8]([CH3:9])[CH3:10])(=[O:6])=[O:7]. (3) Given the reactants [Cl:1][C:2]1[C:11]2[C:6](=[CH:7][C:8]([O:12][CH2:13][CH2:14][O:15][CH3:16])=[CH:9][CH:10]=2)[N:5]=[N:4][CH:3]=1.[F:17][C:18]1[CH:24]=[C:23]([CH3:25])[C:22]([OH:26])=[CH:21][C:19]=1[NH2:20].Cl, predict the reaction product. The product is: [ClH:1].[F:17][C:18]1[CH:24]=[C:23]([CH3:25])[C:22]([OH:26])=[CH:21][C:19]=1[NH:20][C:2]1[C:11]2[C:6](=[CH:7][C:8]([O:12][CH2:13][CH2:14][O:15][CH3:16])=[CH:9][CH:10]=2)[N:5]=[N:4][CH:3]=1. (4) The product is: [Cl:1][C:2]1[CH:3]=[C:4]([C@@H:12]([CH2:26][CH:27]2[CH2:28][CH2:29][CH2:30][CH2:31]2)[C:13]([NH:15][C:16]2[CH:20]=[CH:19][N:18]([CH2:21][CH2:22][C:23](=[O:25])[NH:51][CH2:50][CH2:49][CH2:48][O:47][CH3:46])[N:17]=2)=[O:14])[CH:5]=[CH:6][C:7]=1[S:8]([CH3:11])(=[O:9])=[O:10]. Given the reactants [Cl:1][C:2]1[CH:3]=[C:4]([C@@H:12]([CH2:26][CH:27]2[CH2:31][CH2:30][CH2:29][CH2:28]2)[C:13]([NH:15][C:16]2[CH:20]=[CH:19][N:18]([CH2:21][CH2:22][C:23]([OH:25])=O)[N:17]=2)=[O:14])[CH:5]=[CH:6][C:7]=1[S:8]([CH3:11])(=[O:10])=[O:9].C(Cl)(=O)C(Cl)=O.N1C(C)=CC=CC=1C.[CH3:46][O:47][CH2:48][CH2:49][CH2:50][NH2:51], predict the reaction product.